Dataset: Full USPTO retrosynthesis dataset with 1.9M reactions from patents (1976-2016). Task: Predict the reactants needed to synthesize the given product. (1) Given the product [CH3:62][O:63][C:64]([C:2]1[CH:3]=[CH:4][C:5]2[O:14][CH2:13][CH2:12][C:11]3[CH:10]=[C:9]([C:15]4[N:19]([C:20]5[CH:25]=[CH:24][C:23]([F:26])=[CH:22][C:21]=5[F:27])[N:18]=[CH:17][N:16]=4)[S:8][C:7]=3[C:6]=2[CH:28]=1)=[O:48], predict the reactants needed to synthesize it. The reactants are: Br[C:2]1[CH:3]=[CH:4][C:5]2[O:14][CH2:13][CH2:12][C:11]3[CH:10]=[C:9]([C:15]4[N:19]([C:20]5[CH:25]=[CH:24][C:23]([F:26])=[CH:22][C:21]=5[F:27])[N:18]=[CH:17][N:16]=4)[S:8][C:7]=3[C:6]=2[CH:28]=1.F[B-](F)(F)F.C(P(CCCC)CCCC)CCC.C[OH:48].N12CCCN=C1CCCCC2.C1[CH2:64][O:63][CH2:62]C1. (2) Given the product [C:20]([N:1]1[C:8]2[N:4]([N:5]=[CH:6][C:7]=2[CH2:9][CH2:10][C:11]([NH2:13])=[O:12])[CH2:3][CH2:2]1)([C:14]1[CH:19]=[CH:18][CH:17]=[CH:16][CH:15]=1)([C:27]1[CH:28]=[CH:29][CH:30]=[CH:31][CH:32]=1)[C:21]1[CH:22]=[CH:23][CH:24]=[CH:25][CH:26]=1, predict the reactants needed to synthesize it. The reactants are: [NH:1]1[C:8]2[N:4]([N:5]=[CH:6][C:7]=2[CH2:9][CH2:10][C:11]([NH2:13])=[O:12])[CH2:3][CH2:2]1.[C:14]1([C:20](Cl)([C:27]2[CH:32]=[CH:31][CH:30]=[CH:29][CH:28]=2)[C:21]2[CH:26]=[CH:25][CH:24]=[CH:23][CH:22]=2)[CH:19]=[CH:18][CH:17]=[CH:16][CH:15]=1. (3) Given the product [CH2:1]([C:8]1[CH:17]=[C:16]2[C:11]([CH:12]=[C:13]([C:22]([OH:24])=[O:23])[C@H:14]([C:18]([F:19])([F:20])[F:21])[O:15]2)=[CH:10][C:9]=1[CH3:25])[C:2]1[CH:7]=[CH:6][CH:5]=[CH:4][CH:3]=1, predict the reactants needed to synthesize it. The reactants are: [CH2:1]([C:8]1[CH:17]=[C:16]2[C:11]([CH:12]=[C:13]([C:22]([OH:24])=[O:23])[CH:14]([C:18]([F:21])([F:20])[F:19])[O:15]2)=[CH:10][C:9]=1[CH3:25])[C:2]1[CH:7]=[CH:6][CH:5]=[CH:4][CH:3]=1.C1([C@H](N)C)C2C(=CC=CC=2)C=CC=1. (4) Given the product [NH2:23][C:10]1[C:11]([O:14][CH2:15][C:16]([O:18][C:19]([CH3:22])([CH3:21])[CH3:20])=[O:17])=[N:12][CH:13]=[C:8]([C:6]2[CH:5]=[CH:4][N:3]=[C:2]([CH3:1])[CH:7]=2)[CH:9]=1, predict the reactants needed to synthesize it. The reactants are: [CH3:1][C:2]1[CH:7]=[C:6]([C:8]2[CH:9]=[C:10]([N+:23]([O-])=O)[C:11]([O:14][CH2:15][C:16]([O:18][C:19]([CH3:22])([CH3:21])[CH3:20])=[O:17])=[N:12][CH:13]=2)[CH:5]=[CH:4][N:3]=1.